Dataset: Full USPTO retrosynthesis dataset with 1.9M reactions from patents (1976-2016). Task: Predict the reactants needed to synthesize the given product. (1) Given the product [CH3:22][N:11]([CH2:10][C:8]1[NH:7][C:6]2[CH:23]=[CH:24][C:3]([CH2:2][NH:1][CH2:38][CH:35]3[CH2:36][CH2:37][NH:32][CH2:33][CH2:34]3)=[CH:4][C:5]=2[N:9]=1)[CH:12]1[C:21]2[N:20]=[CH:19][CH:18]=[CH:17][C:16]=2[CH2:15][CH2:14][CH2:13]1, predict the reactants needed to synthesize it. The reactants are: [NH2:1][CH2:2][C:3]1[CH:24]=[CH:23][C:6]2[NH:7][C:8]([CH2:10][N:11]([CH3:22])[CH:12]3[C:21]4[N:20]=[CH:19][CH:18]=[CH:17][C:16]=4[CH2:15][CH2:14][CH2:13]3)=[N:9][C:5]=2[CH:4]=1.C(OC([N:32]1[CH2:37][CH2:36][CH:35]([CH:38]=O)[CH2:34][CH2:33]1)=O)(C)(C)C.C(O)(=O)C.C(O[BH-](OC(=O)C)OC(=O)C)(=O)C.[Na+]. (2) The reactants are: Cl.[NH:2]1[CH2:7][CH2:6][CH:5]([N:8]2[CH:12]=[C:11]([C:13]3[CH:36]=[CH:35][C:16]4[N:17]([C:20]5[CH:21]=[C:22]([NH:26][C:27]([NH:29][CH2:30][C:31]([F:34])([F:33])[F:32])=[O:28])[CH:23]=[CH:24][CH:25]=5)[CH:18]=[N:19][C:15]=4[CH:14]=3)[CH:10]=[N:9]2)[CH2:4][CH2:3]1.[CH:37]1([CH:40]=O)[CH2:39][CH2:38]1.C(N(CC)CC)C.C(O[BH-](OC(=O)C)OC(=O)C)(=O)C.[Na+]. Given the product [CH:37]1([CH2:40][N:2]2[CH2:3][CH2:4][CH:5]([N:8]3[CH:12]=[C:11]([C:13]4[CH:36]=[CH:35][C:16]5[N:17]([C:20]6[CH:21]=[C:22]([NH:26][C:27]([NH:29][CH2:30][C:31]([F:33])([F:32])[F:34])=[O:28])[CH:23]=[CH:24][CH:25]=6)[CH:18]=[N:19][C:15]=5[CH:14]=4)[CH:10]=[N:9]3)[CH2:6][CH2:7]2)[CH2:39][CH2:38]1, predict the reactants needed to synthesize it. (3) Given the product [O:1]1[C:6]2[CH:7]=[CH:8][C:9]([NH:11][C:12]3[CH:17]=[C:16]([C:18]4[CH:23]=[CH:22][C:21]([CH:24]([OH:26])[CH3:25])=[CH:20][CH:19]=4)[CH:15]=[CH:14][N:13]=3)=[CH:10][C:5]=2[O:4][CH2:3][CH2:2]1, predict the reactants needed to synthesize it. The reactants are: [O:1]1[C:6]2[CH:7]=[CH:8][C:9]([NH:11][C:12]3[CH:17]=[C:16]([C:18]4[CH:23]=[CH:22][C:21]([C:24](=[O:26])[CH3:25])=[CH:20][CH:19]=4)[CH:15]=[CH:14][N:13]=3)=[CH:10][C:5]=2[O:4][CH2:3][CH2:2]1.CN.[BH4-].[Na+]. (4) Given the product [F:1][C:2]([F:31])([F:30])[C:3]1[CH:4]=[C:5]([NH:9][C:10](=[O:29])[NH:11][C:12]2[CH:13]=[CH:14][C:15]([C:18]3[O:43][C:42]([CH2:44][CH2:45][CH2:46][C:47]([O:49][CH3:50])=[O:48])=[N:41][N:40]=3)=[CH:16][CH:17]=2)[CH:6]=[CH:7][CH:8]=1, predict the reactants needed to synthesize it. The reactants are: [F:1][C:2]([F:31])([F:30])[C:3]1[CH:4]=[C:5]([NH:9][C:10](=[O:29])[NH:11][C:12]2[CH:17]=[CH:16][C:15]([C:18]3SC(CCC(OC)=O)=NC=3)=[CH:14][CH:13]=2)[CH:6]=[CH:7][CH:8]=1.NC1C=CC(C2[O:43][C:42]([CH2:44][CH2:45][CH2:46][C:47]([O:49][CH3:50])=[O:48])=[N:41][N:40]=2)=CC=1.N(C1C=CC=C(C(F)(F)F)C=1)=C=O. (5) The reactants are: Cl[CH2:2][C:3]1[CH:13]=[CH:12][C:6]2[N:7]=[C:8]([S:10][CH3:11])[S:9][C:5]=2[CH:4]=1.[NH:14]1[CH:18]=[C:17]([C:19]2[CH:20]=[N:21][N:22]([CH3:24])[CH:23]=2)[N:16]=[CH:15]1.C([O-])([O-])=O.[K+].[K+]. Given the product [CH3:24][N:22]1[CH:23]=[C:19]([C:17]2[N:16]([CH2:2][C:3]3[CH:13]=[CH:12][C:6]4[N:7]=[C:8]([S:10][CH3:11])[S:9][C:5]=4[CH:4]=3)[CH:15]=[N:14][CH:18]=2)[CH:20]=[N:21]1.[CH3:24][N:22]1[CH:23]=[C:19]([C:17]2[N:16]=[CH:15][N:14]([CH2:2][C:3]3[CH:13]=[CH:12][C:6]4[N:7]=[C:8]([S:10][CH3:11])[S:9][C:5]=4[CH:4]=3)[CH:18]=2)[CH:20]=[N:21]1, predict the reactants needed to synthesize it. (6) Given the product [Cl:1][C:2]1[CH:3]=[C:4]([NH:8][C:9]2[C:18]3[C:13](=[CH:14][N:15]=[CH:16][CH:17]=3)[C:12]3=[CH:19][CH:20]=[CH:21][C:22]([C:23]([NH2:32])=[O:25])=[C:11]3[N:10]=2)[CH:5]=[CH:6][CH:7]=1, predict the reactants needed to synthesize it. The reactants are: [Cl:1][C:2]1[CH:3]=[C:4]([NH:8][C:9]2[C:18]3[C:13](=[CH:14][N:15]=[CH:16][CH:17]=3)[C:12]3=[CH:19][CH:20]=[CH:21][C:22]([C:23]([OH:25])=O)=[C:11]3[N:10]=2)[CH:5]=[CH:6][CH:7]=1.C1C=CC2N(O)N=[N:32]C=2C=1.[Cl-].[NH4+].CCN(C(C)C)C(C)C.CCN=C=NCCCN(C)C.